This data is from Reaction yield outcomes from USPTO patents with 853,638 reactions. The task is: Predict the reaction yield, written as a fraction of the theoretical maximum amount of product (1.0 means a 100% yield; for example, 0.34 means a 34% yield). (1) The reactants are [Mg].Br[C:3]1[CH:8]=[CH:7][C:6]([CH3:9])=[CH:5][CH:4]=1.[CH3:10][C:11]([CH3:15])([CH3:14])[C:12]#N.Cl.CC[O:19]CC. No catalyst specified. The product is [CH3:10][C:11]([CH3:15])([CH3:14])[C:12]([C:3]1[CH:8]=[CH:7][C:6]([CH3:9])=[CH:5][CH:4]=1)=[O:19]. The yield is 0.270. (2) The reactants are [N+:1]([C:4]1[NH:8][N:7]=[C:6]([C:9]([OH:11])=[O:10])[CH:5]=1)([O-:3])=[O:2].S(Cl)(Cl)=O.[CH3:16]O. No catalyst specified. The product is [N+:1]([C:4]1[NH:8][N:7]=[C:6]([C:9]([O:11][CH3:16])=[O:10])[CH:5]=1)([O-:3])=[O:2]. The yield is 0.780. (3) The reactants are [NH2:1][C:2]1[S:3][C:4]([C:7]([CH3:10])([CH3:9])[CH3:8])=[N:5][N:6]=1.[CH2:11]([C:23]1[CH:28]=[CH:27][C:26]([S:29](Cl)(=[O:31])=[O:30])=[CH:25][CH:24]=1)[CH2:12][CH2:13][CH2:14][CH2:15][CH2:16][CH2:17][CH2:18][CH2:19][CH2:20][CH2:21][CH3:22].Cl. The catalyst is N1C=CC=CC=1. The product is [C:7]([C:4]1[S:3][C:2]([NH:1][S:29]([C:26]2[CH:27]=[CH:28][C:23]([CH2:11][CH2:12][CH2:13][CH2:14][CH2:15][CH2:16][CH2:17][CH2:18][CH2:19][CH2:20][CH2:21][CH3:22])=[CH:24][CH:25]=2)(=[O:31])=[O:30])=[N:6][N:5]=1)([CH3:10])([CH3:9])[CH3:8]. The yield is 0.870. (4) The yield is 0.860. The reactants are [CH:1]1[C:10]2[CH:9]=[CH:8][CH2:7][CH2:6][C:5]=2[CH:4]=[CH:3][C:2]=1[C:11]([O:13][CH3:14])=[O:12].ClC1C=CC=C(C(OO)=[O:23])C=1. The catalyst is C1(C)C=CC=CC=1. The product is [O:23]1[CH:8]2[CH2:7][CH2:6][C:5]3[C:10]([CH:9]12)=[CH:1][C:2]([C:11]([O:13][CH3:14])=[O:12])=[CH:3][CH:4]=3. (5) The reactants are CO[C:3]([C:5]1[C:10]([NH2:11])=[N:9][CH:8]=[C:7]([C:12]2[CH:17]=[CH:16][CH:15]=[C:14]([CH2:18][NH:19][CH:20]3[C:28]4[C:23](=[CH:24][CH:25]=[CH:26][CH:27]=4)[CH2:22][CH:21]3[OH:29])[CH:13]=2)[N:6]=1)=[O:4].[NH2:30][C@H:31]1[CH2:36][CH2:35][CH2:34][N:33](C(OC(C)(C)C)=O)[CH2:32]1. The catalyst is O. The product is [NH2:11][C:10]1[C:5]([C:3]([NH:30][C@H:31]2[CH2:36][CH2:35][CH2:34][NH:33][CH2:32]2)=[O:4])=[N:6][C:7]([C:12]2[CH:17]=[CH:16][CH:15]=[C:14]([CH2:18][NH:19][C@@H:20]3[C:28]4[C:23](=[CH:24][CH:25]=[CH:26][CH:27]=4)[CH2:22][C@@H:21]3[OH:29])[CH:13]=2)=[CH:8][N:9]=1. The yield is 0.587.